Task: Predict the product of the given reaction.. Dataset: Forward reaction prediction with 1.9M reactions from USPTO patents (1976-2016) (1) Given the reactants Cl.[CH3:2][C:3]1[N:4]([CH2:9][CH2:10][CH2:11][NH2:12])[CH:5]=[C:6]([CH3:8])[N:7]=1.[S:13]1[CH2:18][CH2:17][C:16](=O)[CH2:15][CH2:14]1.C12(CS(O)(=O)=O)C(C)(C)C(CC1)CC2=O.Cl[C:36]([N:38]=[C:39]=[O:40])=[O:37], predict the reaction product. The product is: [CH3:2][C:3]1[N:4]([CH2:9][CH2:10][CH2:11][N:12]2[C:16]3[CH2:15][CH2:14][S:13][CH2:18][C:17]=3[C:39](=[O:40])[NH:38][C:36]2=[O:37])[CH:5]=[C:6]([CH3:8])[N:7]=1. (2) Given the reactants [N+:1]([C:4]1[C:13]2[O:12][CH2:11][CH2:10][O:9][C:8]=2[CH:7]=[CH:6][CH:5]=1)([O-])=O.Cl, predict the reaction product. The product is: [O:9]1[C:8]2[CH:7]=[CH:6][CH:5]=[C:4]([NH2:1])[C:13]=2[O:12][CH2:11][CH2:10]1. (3) The product is: [CH3:20][O:19][C:18]1[CH:17]=[N:16][CH:15]=[C:14]([O:21][CH3:22])[C:13]=1[CH2:12][CH2:11][CH2:10][OH:9]. Given the reactants [H-].[Al+3].[Li+].[H-].[H-].[H-].C([O:9][C:10](=O)[CH2:11][CH2:12][C:13]1[C:18]([O:19][CH3:20])=[CH:17][N:16]=[CH:15][C:14]=1[O:21][CH3:22])C.O, predict the reaction product. (4) Given the reactants [Cl:1][C:2]1[CH:3]=[C:4]([NH:10][C:11]2[CH:16]=[CH:15][C:14]([CH2:17][OH:18])=[CH:13][N:12]=2)[C:5](=[O:9])[N:6]([CH3:8])[N:7]=1.[CH3:19][S:20](Cl)(=[O:22])=[O:21].C(N(C(C)C)CC)(C)C, predict the reaction product. The product is: [CH3:19][S:20]([O:18][CH2:17][C:14]1[CH:13]=[N:12][C:11]([NH:10][C:4]2[C:5](=[O:9])[N:6]([CH3:8])[N:7]=[C:2]([Cl:1])[CH:3]=2)=[CH:16][CH:15]=1)(=[O:22])=[O:21]. (5) Given the reactants C1(P(C2C=CC=CC=2)C2C=CC=CC=2)C=CC=CC=1.[C:20]([O:24][C:25]([N:27]1[CH2:32][CH2:31][CH:30]([OH:33])[CH2:29][CH2:28]1)=[O:26])([CH3:23])([CH3:22])[CH3:21].[Br:34][C:35]1[CH:44]=[CH:43][C:42](O)=[C:41]2[C:36]=1[CH:37]=[N:38][C:39]([Cl:46])=[N:40]2, predict the reaction product. The product is: [Br:34][C:35]1[CH:44]=[CH:43][C:42]([O:33][CH:30]2[CH2:31][CH2:32][N:27]([C:25]([O:24][C:20]([CH3:23])([CH3:21])[CH3:22])=[O:26])[CH2:28][CH2:29]2)=[C:41]2[C:36]=1[CH:37]=[N:38][C:39]([Cl:46])=[N:40]2. (6) Given the reactants S(=O)(=O)(O)O.[O:6]=[C:7]1[CH:14]2[CH2:15][C:10]3(O)[CH2:11][CH:12]([CH2:16][CH:8]1[CH2:9]3)[CH2:13]2.[CH:18]([OH:20])=[O:19], predict the reaction product. The product is: [O:6]=[C:7]1[CH:14]2[CH2:15][C:10]3([C:18]([OH:20])=[O:19])[CH2:11][CH:12]([CH2:16][CH:8]1[CH2:9]3)[CH2:13]2. (7) Given the reactants [CH:1]([N:4]([CH2:8][C:9]1[CH:14]=[CH:13][C:12]([C:15]2[N:19]=[C:18]([C:20]3[CH:24]=[C:23]([CH3:25])[NH:22][N:21]=3)[O:17][N:16]=2)=[CH:11][CH:10]=1)[CH:5]([CH3:7])[CH3:6])([CH3:3])[CH3:2].[Cl:26][C:27]1[CH:32]=[CH:31][C:30]([CH2:33]Cl)=[CH:29][N:28]=1, predict the reaction product. The product is: [Cl:26][C:27]1[N:28]=[CH:29][C:30]([CH2:33][N:22]2[C:23]([CH3:25])=[CH:24][C:20]([C:18]3[O:17][N:16]=[C:15]([C:12]4[CH:13]=[CH:14][C:9]([CH2:8][N:4]([CH:1]([CH3:2])[CH3:3])[CH:5]([CH3:7])[CH3:6])=[CH:10][CH:11]=4)[N:19]=3)=[N:21]2)=[CH:31][CH:32]=1.